From a dataset of Full USPTO retrosynthesis dataset with 1.9M reactions from patents (1976-2016). Predict the reactants needed to synthesize the given product. (1) Given the product [F:13][C:10]([F:11])([F:12])[S:7]([O:6][C:19]1[CH:28]=[CH:27][C:26]2[C:21](=[C:22]([C:29]3[CH:34]=[CH:33][CH:32]=[C:31]([S:35]([NH2:38])(=[O:36])=[O:37])[CH:30]=3)[CH:23]=[CH:24][N:25]=2)[N:20]=1)(=[O:8])=[O:9], predict the reactants needed to synthesize it. The reactants are: FC(F)(F)S([O:6][S:7]([C:10]([F:13])([F:12])[F:11])(=[O:9])=[O:8])(=O)=O.Cl.Cl.O[C:19]1[N:20]=[C:21]2[C:26](=[CH:27][CH:28]=1)[N:25]=[CH:24][CH:23]=[C:22]2[C:29]1[CH:30]=[C:31]([S:35]([NH2:38])(=[O:37])=[O:36])[CH:32]=[CH:33][CH:34]=1. (2) Given the product [CH:46]([O:45][C:43](=[O:44])[C@@H:42]([N:41]=[P:39]([O:38][C:29]1[C:30]2[C:35](=[CH:34][CH:33]=[CH:32][CH:31]=2)[CH:36]=[CH:37][C:28]=1[O:17][CH2:16][C@:10]1([F:18])[C@@H:11]([OH:15])[C@:12]([F:14])([CH3:13])[C@H:8]([N:6]2[CH:7]=[C:2]([Br:1])[C:3](=[O:20])[NH:4][C:5]2=[O:19])[O:9]1)=[O:40])[CH3:49])([CH3:47])[CH3:48], predict the reactants needed to synthesize it. The reactants are: [Br:1][C:2]1[C:3](=[O:20])[NH:4][C:5](=[O:19])[N:6]([C@H:8]2[C@@:12]([F:14])([CH3:13])[C@H:11]([OH:15])[C@@:10]([F:18])([CH2:16][OH:17])[O:9]2)[CH:7]=1.C([Mg]Cl)(C)(C)C.Cl[C:28]1[CH:37]=[CH:36][C:35]2[C:30](=[CH:31][CH:32]=[CH:33][CH:34]=2)[C:29]=1[O:38][P:39](=[N:41][C@@H:42]([CH3:49])[C:43]([O:45][CH:46]([CH3:48])[CH3:47])=[O:44])=[O:40].CO. (3) The reactants are: [CH2:1]([C@H:8]1[CH2:12][O:11][C:10](=[O:13])[N:9]1[C:14]([C@H:16]([CH2:25][CH2:26][OH:27])[CH2:17][C:18]([O:20][C:21]([CH3:24])([CH3:23])[CH3:22])=[O:19])=[O:15])[C:2]1[CH:7]=[CH:6][CH:5]=[CH:4][CH:3]=1.CN(C=O)C.N1C=CN=C1.[C:38]([Si:42](Cl)([C:49]1[CH:54]=[CH:53][CH:52]=[CH:51][CH:50]=1)[C:43]1[CH:48]=[CH:47][CH:46]=[CH:45][CH:44]=1)([CH3:41])([CH3:40])[CH3:39]. Given the product [CH2:1]([C@H:8]1[CH2:12][O:11][C:10](=[O:13])[N:9]1[C:14]([C@H:16]([CH2:25][CH2:26][O:27][Si:42]([C:38]([CH3:41])([CH3:40])[CH3:39])([C:49]1[CH:50]=[CH:51][CH:52]=[CH:53][CH:54]=1)[C:43]1[CH:48]=[CH:47][CH:46]=[CH:45][CH:44]=1)[CH2:17][C:18]([O:20][C:21]([CH3:23])([CH3:22])[CH3:24])=[O:19])=[O:15])[C:2]1[CH:3]=[CH:4][CH:5]=[CH:6][CH:7]=1, predict the reactants needed to synthesize it. (4) Given the product [CH2:1]([C@H:8]([NH:21][C:22]([C@@H:24]([NH:35][C:36]([C@@H:38]([NH:40][C:41]([C:43]1[CH:47]=[C:46]([CH3:48])[O:45][N:44]=1)=[O:42])[CH3:39])=[O:37])[CH2:25][C:26]1[C:34]2[C:29](=[CH:30][CH:31]=[CH:32][CH:33]=2)[NH:28][CH:27]=1)=[O:23])[C:9]([C:11](=[O:20])[NH:12][CH2:13][C:14]1[CH:15]=[CH:16][CH:17]=[CH:18][CH:19]=1)=[O:10])[C:2]1[CH:7]=[CH:6][CH:5]=[CH:4][CH:3]=1, predict the reactants needed to synthesize it. The reactants are: [CH2:1]([C@H:8]([NH:21][C:22]([C@@H:24]([NH:35][C:36]([C@@H:38]([NH:40][C:41]([C:43]1[CH:47]=[C:46]([CH3:48])[O:45][N:44]=1)=[O:42])[CH3:39])=[O:37])[CH2:25][C:26]1[C:34]2[C:29](=[CH:30][CH:31]=[CH:32][CH:33]=2)[NH:28][CH:27]=1)=[O:23])[CH:9]([C:11](=[O:20])[NH:12][CH2:13][C:14]1[CH:19]=[CH:18][CH:17]=[CH:16][CH:15]=1)[OH:10])[C:2]1[CH:7]=[CH:6][CH:5]=[CH:4][CH:3]=1.CC(OI1(OC(C)=O)(OC(C)=O)OC(=O)C2C=CC=CC1=2)=O. (5) Given the product [CH3:1][O:2][C:3]([C:4]1[CH:5]=[C:6]([Cl:11])[N:7]=[C:8]([C:24]2[CH:23]=[CH:22][N:21]=[C:20]([NH:19][CH:13]3[CH2:18][CH2:17][CH2:16][CH2:15][CH2:14]3)[CH:25]=2)[CH:9]=1)=[O:12], predict the reactants needed to synthesize it. The reactants are: [CH3:1][O:2][C:3](=[O:12])[C:4]1[CH:9]=[C:8](Cl)[N:7]=[C:6]([Cl:11])[CH:5]=1.[CH:13]1([NH:19][C:20]2[CH:25]=[C:24]([Sn](C)(C)C)[CH:23]=[CH:22][N:21]=2)[CH2:18][CH2:17][CH2:16][CH2:15][CH2:14]1.